From a dataset of Catalyst prediction with 721,799 reactions and 888 catalyst types from USPTO. Predict which catalyst facilitates the given reaction. Reactant: [C:1]([O:5][C:6](=[O:13])[NH:7][CH2:8][CH2:9][CH2:10][CH2:11][NH2:12])([CH3:4])([CH3:3])[CH3:2].[C:14]([O:18][C:19](=[O:29])[NH:20][C:21]1[C:22]([CH:27]=O)=[N:23][CH:24]=[CH:25][CH:26]=1)([CH3:17])([CH3:16])[CH3:15].[BH4-].[Na+]. Product: [C:1]([O:5][C:6](=[O:13])[NH:7][C:8]1[C:27]([CH2:22][NH:23][CH2:24][CH2:25][CH2:26][CH2:21][NH:20][C:19]([O:18][C:14]([CH3:15])([CH3:17])[CH3:16])=[O:29])=[N:12][CH:11]=[CH:10][CH:9]=1)([CH3:4])([CH3:2])[CH3:3]. The catalyst class is: 5.